From a dataset of Catalyst prediction with 721,799 reactions and 888 catalyst types from USPTO. Predict which catalyst facilitates the given reaction. (1) Reactant: [CH2:1]([O:8][C:9]([N:11]1[CH2:15][CH2:14][C@H:13]([OH:16])[C@H:12]1[C:17]([OH:19])=O)=[O:10])[C:2]1[CH:7]=[CH:6][CH:5]=[CH:4][CH:3]=1.CN(C(ON1N=NC2C=CC=NC1=2)=[N+](C)C)C.F[P-](F)(F)(F)(F)F.CCN(C(C)C)C(C)C.FC(F)(F)C(O)=O.[NH2:60][C:61]1[S:62][CH:63]=[C:64]([C:66]2[CH:77]=[CH:76][C:69]([C:70]([NH:72][CH:73]3[CH2:75][CH2:74]3)=[O:71])=[CH:68][CH:67]=2)[N:65]=1. Product: [CH2:1]([O:8][C:9]([N:11]1[CH2:15][CH2:14][C@H:13]([OH:16])[C@H:12]1[C:17](=[O:19])[NH:60][C:61]1[S:62][CH:63]=[C:64]([C:66]2[CH:67]=[CH:68][C:69]([C:70](=[O:71])[NH:72][CH:73]3[CH2:75][CH2:74]3)=[CH:76][CH:77]=2)[N:65]=1)=[O:10])[C:2]1[CH:3]=[CH:4][CH:5]=[CH:6][CH:7]=1. The catalyst class is: 3. (2) Reactant: [NH2:1][CH2:2][C:3]1[CH:8]=[CH:7][N:6]=[C:5]([O:9][CH3:10])[CH:4]=1.C(N(CC)CC)C.[CH:18]1([O:23][C:24]2[C:25]([CH3:34])=[C:26]([S:30](Cl)(=[O:32])=[O:31])[CH:27]=[CH:28][CH:29]=2)[CH2:22][CH2:21][CH2:20][CH2:19]1. Product: [CH:18]1([O:23][C:24]2[C:25]([CH3:34])=[C:26]([S:30]([NH:1][CH2:2][C:3]3[CH:8]=[CH:7][N:6]=[C:5]([O:9][CH3:10])[CH:4]=3)(=[O:32])=[O:31])[CH:27]=[CH:28][CH:29]=2)[CH2:19][CH2:20][CH2:21][CH2:22]1. The catalyst class is: 23. (3) Reactant: [C:1]([O-:4])([O-])=O.[Cs+].[Cs+].F[C:8]1[CH:9]=[C:10](B(O)O)[CH:11]=[C:12](F)[CH:13]=1.[O:18]1CCO[CH2:20][CH2:19]1.N#N. Product: [O:18]1[C:12]2[C:13](=[CH:8][CH:9]=[CH:10][CH:11]=2)[C:1](=[O:4])[CH2:20][CH2:19]1. The catalyst class is: 189. (4) Product: [F:1][C:2]1[CH:3]=[CH:4][C:5]([N+:9]([O-:11])=[O:10])=[C:6]([O:8][CH:13]([CH3:15])[CH3:14])[CH:7]=1. The catalyst class is: 9. Reactant: [F:1][C:2]1[CH:3]=[CH:4][C:5]([N+:9]([O-:11])=[O:10])=[C:6]([OH:8])[CH:7]=1.I[CH:13]([CH3:15])[CH3:14].C(=O)([O-])[O-].[K+].[K+]. (5) Reactant: [NH2:1][C:2]1[N:7]=[C:6](S(C)=O)[C:5]([C:11]#[N:12])=[C:4]([C:13]2[CH:18]=[CH:17][CH:16]=[CH:15][C:14]=2[O:19][CH3:20])[N:3]=1.[OH:21][CH2:22][C:23]1[CH:28]=[CH:27][CH:26]=[CH:25][N:24]=1.C1CCN2C(=NCCC2)CC1. Product: [NH2:1][C:2]1[N:3]=[C:4]([C:13]2[CH:18]=[CH:17][CH:16]=[CH:15][C:14]=2[O:19][CH3:20])[C:5]([C:11]#[N:12])=[C:6]([O:21][CH2:22][C:23]2[CH:28]=[CH:27][CH:26]=[CH:25][N:24]=2)[N:7]=1. The catalyst class is: 57. (6) Reactant: [CH3:1][O:2][C:3]1[CH:8]=[C:7]([C:9]([N:11]2[C:17]3[CH:18]=[CH:19][CH:20]=[CH:21][C:16]=3[CH2:15][N:14]3[C:22]([C:25](O)=[O:26])=[CH:23][CH:24]=[C:13]3[CH2:12]2)=[O:10])[CH:6]=[CH:5][C:4]=1[C:28]1[CH:33]=[CH:32][CH:31]=[CH:30][C:29]=1[C:34]([F:37])([F:36])[F:35].Cl.CN(C)CCCN=C=NCC.O.ON1C2C=CC=CC=2N=N1.[CH3:61][NH:62][CH2:63][C:64]1[CH:65]=[N:66][CH:67]=[CH:68][CH:69]=1. Product: [CH3:1][O:2][C:3]1[CH:8]=[C:7]([C:9]([N:11]2[C:17]3[CH:18]=[CH:19][CH:20]=[CH:21][C:16]=3[CH2:15][N:14]3[C:22]([C:25]([N:62]([CH3:61])[CH2:63][C:64]4[CH:65]=[N:66][CH:67]=[CH:68][CH:69]=4)=[O:26])=[CH:23][CH:24]=[C:13]3[CH2:12]2)=[O:10])[CH:6]=[CH:5][C:4]=1[C:28]1[CH:33]=[CH:32][CH:31]=[CH:30][C:29]=1[C:34]([F:37])([F:36])[F:35]. The catalyst class is: 35.